Task: Predict the product of the given reaction.. Dataset: Forward reaction prediction with 1.9M reactions from USPTO patents (1976-2016) (1) Given the reactants [CH3:1][NH:2][CH2:3][C:4]1[CH:9]=[CH:8][CH:7]=[CH:6][CH:5]=1.[O:10]1[CH2:15][CH2:14][O:13][C:12]2[CH:16]=[C:17]([C:20]3[NH:21][C:22]4[N:23]([N:27]=[CH:28][C:29]=4[C:30](OCC)=[O:31])[C:24](=[O:26])[CH:25]=3)[CH:18]=[CH:19][C:11]1=2, predict the reaction product. The product is: [CH2:3]([N:2]([CH3:1])[C:30]([C:29]1[CH:28]=[N:27][N:23]2[C:24](=[O:26])[CH:25]=[C:20]([C:17]3[CH:18]=[CH:19][C:11]4[O:10][CH2:15][CH2:14][O:13][C:12]=4[CH:16]=3)[NH:21][C:22]=12)=[O:31])[C:4]1[CH:9]=[CH:8][CH:7]=[CH:6][CH:5]=1. (2) The product is: [CH3:8][C@@H:5]1[O:4][C:3](=[O:9])[C@H:2]([O:1][CH2:12][C:11]([CH3:21])=[CH2:10])[C@H:6]1[O:7][CH2:22][C:25]([CH3:26])=[CH2:29]. Given the reactants [OH:1][C@@H:2]1[C@@H:6]([OH:7])[C@H:5]([CH3:8])[O:4][C:3]1=[O:9].[CH3:10][C:11](=[CH2:21])[CH2:12]OC(=O)O[CH2:10][C:11]([CH3:12])=[CH2:21].[C:22](=O)=O.[CH2:25]1[CH2:29]OC[CH2:26]1, predict the reaction product. (3) Given the reactants [Si:1]([O:8][CH2:9][C:10]1[NH:11][C:12](=[O:20])[C:13]2[N:14]([CH:16]=[CH:17][C:18]=2[CH3:19])[CH:15]=1)([C:4]([CH3:7])([CH3:6])[CH3:5])([CH3:3])[CH3:2].[C:21]1(B(O)O)[CH:26]=[CH:25][CH:24]=[CH:23][CH:22]=1.N1C=CC=CC=1, predict the reaction product. The product is: [Si:1]([O:8][CH2:9][C:10]1[N:11]([C:21]2[CH:26]=[CH:25][CH:24]=[CH:23][CH:22]=2)[C:12](=[O:20])[C:13]2[N:14]([CH:16]=[CH:17][C:18]=2[CH3:19])[CH:15]=1)([C:4]([CH3:7])([CH3:6])[CH3:5])([CH3:3])[CH3:2]. (4) Given the reactants [CH3:1][C:2]1[CH:3]=[CH:4][CH:5]=[C:6]2[C:11]=1[CH:10]=[N+:9]([O-])[CH:8]=[CH:7]2.CC(OC(C)=O)=[O:15], predict the reaction product. The product is: [CH3:1][C:2]1[CH:3]=[CH:4][CH:5]=[C:6]2[C:11]=1[C:10](=[O:15])[NH:9][CH:8]=[CH:7]2. (5) Given the reactants [NH:1]1[C:9]2[C:4](=[CH:5][C:6]([NH:10][C:11]3[C:20]4[C:15](=[CH:16][CH:17]=[CH:18][CH:19]=4)[N:14]=[C:13]([C:21]4[CH:22]=[C:23]([CH:41]=[CH:42][CH:43]=4)[O:24][CH2:25][C:26]([NH:28][C@@H:29]4[CH2:33][CH2:32][N:31](C(OC(C)(C)C)=O)[CH2:30]4)=[O:27])[N:12]=3)=[CH:7][CH:8]=2)[CH:3]=[N:2]1.C(O)(C(F)(F)F)=O, predict the reaction product. The product is: [NH:1]1[C:9]2[C:4](=[CH:5][C:6]([NH:10][C:11]3[C:20]4[C:15](=[CH:16][CH:17]=[CH:18][CH:19]=4)[N:14]=[C:13]([C:21]4[CH:22]=[C:23]([CH:41]=[CH:42][CH:43]=4)[O:24][CH2:25][C:26]([NH:28][C@@H:29]4[CH2:33][CH2:32][NH:31][CH2:30]4)=[O:27])[N:12]=3)=[CH:7][CH:8]=2)[CH:3]=[N:2]1. (6) Given the reactants [CH2:1]([O:3][C:4]([C:6]1[O:7][C:8]([C:11]#[C:12][Si](C)(C)C)=[CH:9][CH:10]=1)=[O:5])[CH3:2].C1(S([NH:26][C:27]2[C:32](I)=[CH:31][C:30]([S:34]([CH3:37])(=[O:36])=[O:35])=[CH:29][CH:28]=2)(=O)=O)C=CC=CC=1.C([O-])(=O)C.[K+].O, predict the reaction product. The product is: [CH2:1]([O:3][C:4]([C:6]1[O:7][C:8]([C:11]2[NH:26][C:27]3[C:28]([CH:12]=2)=[CH:29][C:30]([S:34]([CH3:37])(=[O:36])=[O:35])=[CH:31][CH:32]=3)=[CH:9][CH:10]=1)=[O:5])[CH3:2]. (7) Given the reactants Br[C:2]1[CH:3]=[C:4]([NH2:8])[CH:5]=[N:6][CH:7]=1.[C:9]([Si:11]([CH3:14])([CH3:13])[CH3:12])#[CH:10], predict the reaction product. The product is: [CH3:12][Si:11]([CH3:14])([CH3:13])[C:9]#[C:10][C:2]1[CH:3]=[C:4]([NH2:8])[CH:5]=[N:6][CH:7]=1. (8) Given the reactants [I:1][C:2]1[CH:3]=[C:4]2[C:9](=[CH:10][CH:11]=1)[C:8](=[O:12])[NH:7][C:6](=[O:13])[C:5]2=[CH:14]OC.[NH2:17][C:18]1[CH:19]=[CH:20][C:21]([N:24]2[CH2:29][CH2:28][N:27]([C:30]([O:32][C:33]([CH3:36])([CH3:35])[CH3:34])=[O:31])[CH2:26][CH2:25]2)=[N:22][CH:23]=1, predict the reaction product. The product is: [I:1][C:2]1[CH:3]=[C:4]2[C:9](=[CH:10][CH:11]=1)[C:8](=[O:12])[NH:7][C:6](=[O:13])/[C:5]/2=[CH:14]\[NH:17][C:18]1[CH:19]=[CH:20][C:21]([N:24]2[CH2:29][CH2:28][N:27]([C:30]([O:32][C:33]([CH3:36])([CH3:35])[CH3:34])=[O:31])[CH2:26][CH2:25]2)=[N:22][CH:23]=1.